Dataset: Full USPTO retrosynthesis dataset with 1.9M reactions from patents (1976-2016). Task: Predict the reactants needed to synthesize the given product. (1) Given the product [O:1]1[C:5]2[CH:6]=[CH:7][C:8]([C:10]3([CH2:16][N:19]([CH3:20])[CH3:18])[CH2:15][CH2:14][CH2:13][CH2:12][CH2:11]3)=[CH:9][C:4]=2[O:3][CH2:2]1, predict the reactants needed to synthesize it. The reactants are: [O:1]1[C:5]2[CH:6]=[CH:7][C:8]([C:10]3([CH:16]=O)[CH2:15][CH2:14][CH2:13][CH2:12][CH2:11]3)=[CH:9][C:4]=2[O:3][CH2:2]1.[CH3:18][NH:19][CH3:20]. (2) The reactants are: [CH3:1][S:2](Cl)(=[O:4])=[O:3].[CH2:6]([NH:14][CH2:15][CH2:16][OH:17])[CH2:7][C:8]1[CH:13]=[CH:12][CH:11]=[CH:10][CH:9]=1.C(N(CC)CC)C. Given the product [CH3:1][S:2]([N:14]([CH2:6][CH2:7][C:8]1[CH:13]=[CH:12][CH:11]=[CH:10][CH:9]=1)[CH2:15][CH2:16][O:17][S:2]([CH3:1])(=[O:4])=[O:3])(=[O:4])=[O:3], predict the reactants needed to synthesize it. (3) Given the product [N+:23]([C:20]1[CH:19]=[CH:18][C:17]([S:14]([N:11]2[CH2:10][CH2:9][CH:8]([NH2:7])[CH2:13][CH2:12]2)(=[O:15])=[O:16])=[CH:22][CH:21]=1)([O-:25])=[O:24], predict the reactants needed to synthesize it. The reactants are: C(OC(=O)[NH:7][CH:8]1[CH2:13][CH2:12][N:11]([S:14]([C:17]2[CH:22]=[CH:21][C:20]([N+:23]([O-:25])=[O:24])=[CH:19][CH:18]=2)(=[O:16])=[O:15])[CH2:10][CH2:9]1)(C)(C)C.Cl. (4) Given the product [C:31]([C:30]1[CH:16]([C:5]2[CH:6]=[CH:7][C:8]([N+:13]([O-:15])=[O:14])=[C:9]3[C:4]=2[O:3][C:2]([CH3:1])=[CH:11][C:10]3=[O:12])[C:19]([C:18]([O:24][CH:25]([CH3:27])[CH3:26])=[O:23])=[C:20]([CH3:22])[NH:28][C:29]=1[CH3:33])#[N:32], predict the reactants needed to synthesize it. The reactants are: [CH3:1][C:2]1[O:3][C:4]2[C:9]([C:10](=[O:12])[CH:11]=1)=[C:8]([N+:13]([O-:15])=[O:14])[CH:7]=[CH:6][C:5]=2[CH:16]=O.[C:18]([O:24][CH:25]([CH3:27])[CH3:26])(=[O:23])[CH2:19][C:20]([CH3:22])=O.[NH2:28]/[C:29](/[CH3:33])=[CH:30]\[C:31]#[N:32].C(O)(=O)C. (5) The reactants are: N[C:2]1[C:3]([NH2:14])=[C:4]([N+:11]([O-:13])=[O:12])[C:5]([N+]([O-])=O)=[N:6][CH:7]=1.N[C:16]1[CH:21]=[CH:20][C:19]([N+]([O-])=O)=[C:18]([N+:25]([O-:27])=[O:26])[C:17]=1[NH2:28].NC1C=CC=CN=1.NC1C=CC=CC=1.[OH:43][S:44](O)(=[O:46])=[O:45].[O:48]=[S:49](=[O:51])=[O:50].[N+]([O-])(O)=O. Given the product [NH2:14][C:3]1[CH:2]=[CH:7][N:6]=[C:5]([S:44]([OH:46])(=[O:45])=[O:43])[C:4]=1[N+:11]([O-:13])=[O:12].[NH2:28][C:17]1[C:18]([N+:25]([O-:27])=[O:26])=[C:19]([S:49]([OH:51])(=[O:50])=[O:48])[CH:20]=[CH:21][CH:16]=1, predict the reactants needed to synthesize it. (6) Given the product [CH2:1]([O:3][C:4](=[O:20])[C:5]([OH:19])([C:22]([F:24])([F:23])[F:21])[CH2:6][C:7]([C:10]1[CH:15]=[CH:14][CH:13]=[C:12]([Cl:16])[C:11]=1[O:17][CH3:18])([CH3:9])[CH3:8])[CH3:2], predict the reactants needed to synthesize it. The reactants are: [CH2:1]([O:3][C:4](=[O:20])[C:5](=[O:19])[CH2:6][C:7]([C:10]1[CH:15]=[CH:14][CH:13]=[C:12]([Cl:16])[C:11]=1[O:17][CH3:18])([CH3:9])[CH3:8])[CH3:2].[F:21][C:22]([Si](C)(C)C)([F:24])[F:23].[F-].C([N+](CCCC)(CCCC)CCCC)CCC.O. (7) Given the product [O:1]([C:8]1[CH:9]=[CH:10][C:11]([CH2:14][NH:15][C:16](=[O:24])[C:17]2[CH:22]=[C:21]([Br:25])[CH:20]=[N:19][C:18]=2[NH2:23])=[CH:12][CH:13]=1)[C:2]1[CH:3]=[CH:4][CH:5]=[CH:6][CH:7]=1, predict the reactants needed to synthesize it. The reactants are: [O:1]([C:8]1[CH:13]=[CH:12][C:11]([CH2:14][NH:15][C:16](=[O:24])[C:17]2[CH:22]=[CH:21][CH:20]=[N:19][C:18]=2[NH2:23])=[CH:10][CH:9]=1)[C:2]1[CH:7]=[CH:6][CH:5]=[CH:4][CH:3]=1.[Br:25]N1C(=O)CCC1=O.